Dataset: Catalyst prediction with 721,799 reactions and 888 catalyst types from USPTO. Task: Predict which catalyst facilitates the given reaction. (1) Reactant: Br[C:2]1[CH:17]=[CH:16][C:5]([O:6][CH2:7][CH2:8][N:9]2[CH2:14][CH2:13][N:12]([CH3:15])[CH2:11][CH2:10]2)=[C:4]([CH3:18])[C:3]=1[CH3:19].C(=O)=O.CC(C)=O.[Li]CCCC.C(O[B:36]1[O:40][C:39]([CH3:42])([CH3:41])[C:38]([CH3:44])([CH3:43])[O:37]1)(C)C. Product: [CH3:18][C:4]1[C:3]([CH3:19])=[C:2]([B:36]2[O:40][C:39]([CH3:42])([CH3:41])[C:38]([CH3:44])([CH3:43])[O:37]2)[CH:17]=[CH:16][C:5]=1[O:6][CH2:7][CH2:8][N:9]1[CH2:14][CH2:13][N:12]([CH3:15])[CH2:11][CH2:10]1. The catalyst class is: 1. (2) The catalyst class is: 148. Product: [Br:3][C:4]1[CH:5]=[C:6]([N:11]2[CH:15]=[CH:14][N:13]=[CH:12]2)[CH:7]=[CH:8][CH:9]=1. Reactant: [H-].[Na+].[Br:3][C:4]1[CH:5]=[C:6](F)[CH:7]=[CH:8][CH:9]=1.[NH:11]1[CH:15]=[CH:14][N:13]=[CH:12]1. (3) Reactant: [NH2:1][C@@H:2]([CH2:21][C:22]1[CH:27]=[CH:26][CH:25]=[CH:24][CH:23]=1)[C:3]([NH:5][C:6]1[CH:7]=[C:8]([CH:12]=[C:13]([C:15]2[CH:20]=[CH:19][N:18]=[CH:17][CH:16]=2)[CH:14]=1)[C:9]([OH:11])=[O:10])=[O:4].[S:28]1[CH:32]=[C:31](C=O)[N:30]=[CH:29]1.[C:35](O[BH-](OC(=O)C)OC(=O)C)(=O)C.[Na+]. Product: [C:22]1([CH2:21][C@H:2]([NH:1][CH2:35][C:32]2[S:28][CH:29]=[N:30][CH:31]=2)[C:3]([NH:5][C:6]2[CH:7]=[C:8]([CH:12]=[C:13]([C:15]3[CH:20]=[CH:19][N:18]=[CH:17][CH:16]=3)[CH:14]=2)[C:9]([OH:11])=[O:10])=[O:4])[CH:23]=[CH:24][CH:25]=[CH:26][CH:27]=1. The catalyst class is: 2. (4) Reactant: [Br:1][C:2]1[CH:3]=[C:4]([C:7]([CH3:12])([CH3:11])[C:8](O)=[O:9])[S:5][CH:6]=1.C(N(CC)CC)C.ClC(OCC)=O.[N-:26]=[N+:27]=[N-:28].[Na+]. Product: [Br:1][C:2]1[CH:3]=[C:4]([C:7]([CH3:12])([CH3:11])[C:8]([N:26]=[N+:27]=[N-:28])=[O:9])[S:5][CH:6]=1. The catalyst class is: 20. (5) The catalyst class is: 509. Reactant: [CH2:1]([O:3][C:4]([C:6]1[NH:7][C:8]2[C:13]([C:14]=1[C:15]1[CH:20]=[CH:19][C:18]([O:21][CH:22]([CH3:24])[CH3:23])=[CH:17][CH:16]=1)=[CH:12][C:11]([C:25]1[CH:30]=[CH:29][C:28]([C:31]([CH3:34])([CH3:33])[CH3:32])=[CH:27][CH:26]=1)=[CH:10][CH:9]=2)=[O:5])[CH3:2].Br[C:36]1[CH:41]=[CH:40][C:39]([C:42]([F:45])([F:44])[F:43])=[CH:38][N:37]=1.[O-]P([O-])([O-])=O.[K+].[K+].[K+].CC(N)C(C)N. Product: [CH2:1]([O:3][C:4]([C:6]1[N:7]([C:36]2[CH:41]=[CH:40][C:39]([C:42]([F:45])([F:44])[F:43])=[CH:38][N:37]=2)[C:8]2[C:13]([C:14]=1[C:15]1[CH:20]=[CH:19][C:18]([O:21][CH:22]([CH3:23])[CH3:24])=[CH:17][CH:16]=1)=[CH:12][C:11]([C:25]1[CH:30]=[CH:29][C:28]([C:31]([CH3:34])([CH3:33])[CH3:32])=[CH:27][CH:26]=1)=[CH:10][CH:9]=2)=[O:5])[CH3:2]. (6) Reactant: C[O:2][C:3](=[O:32])[CH2:4][N:5]1[C:13]2[C:8](=[CH:9][C:10]([F:14])=[CH:11][CH:12]=2)[C:7]([CH2:15][C:16]2[S:17][CH:18]=[CH:19][C:20]=2[S:21]([C:24]2[CH:29]=[CH:28][C:27]([F:30])=[CH:26][CH:25]=2)(=[O:23])=[O:22])=[C:6]1[CH3:31].O1CCCC1.[OH-].[Na+].Cl. Product: [F:14][C:10]1[CH:9]=[C:8]2[C:13](=[CH:12][CH:11]=1)[N:5]([CH2:4][C:3]([OH:32])=[O:2])[C:6]([CH3:31])=[C:7]2[CH2:15][C:16]1[S:17][CH:18]=[CH:19][C:20]=1[S:21]([C:24]1[CH:25]=[CH:26][C:27]([F:30])=[CH:28][CH:29]=1)(=[O:23])=[O:22]. The catalyst class is: 5. (7) Reactant: [C:1]1(=[O:7])[O:6][C:4](=[O:5])[CH:3]=[CH:2]1.[F:8][CH:9]([CH2:23][C:24]([F:27])([F:26])[F:25])[C:10]([O:13][C:14]([CH:16]1[CH2:21][CH:20]2[CH2:22][CH:17]1[CH:18]=[CH:19]2)=[O:15])([F:12])[F:11].[F:28][CH:29]1[CH:40]=[CH:39][CH:38]=[C:37]([F:41])[C:30]1([CH3:42])[CH2:31][C:32](=[CH2:36])[C:33]([O-:35])=[O:34].CC(N=NC(C#N)(C)C)(C#N)C. Product: [C:4]1(=[O:5])[O:6][C:1](=[O:7])[CH:2]=[CH:3]1.[F:8][CH:9]([CH2:23][C:24]([F:25])([F:26])[F:27])[C:10]([O:13][C:14]([CH:16]1[CH2:21][CH:20]2[CH2:22][CH:17]1[CH:18]=[CH:19]2)=[O:15])([F:12])[F:11].[F:41][CH:37]1[CH:38]=[CH:39][CH:40]=[C:29]([F:28])[C:30]1([CH3:42])[CH2:31][C:32](=[CH2:36])[C:33]([O-:35])=[O:34]. The catalyst class is: 7. (8) Reactant: [CH2:1]([N:8]1[C:12]([C:13](O)=[O:14])=[C:11]([C:16]2[CH:17]=[C:18]3[C:22](=[CH:23][CH:24]=2)[NH:21][N:20]=[CH:19]3)[N:10]=[N:9]1)[C:2]1[CH:7]=[CH:6][CH:5]=[CH:4][CH:3]=1.[CH2:25]([NH2:31])[C@H:26]1[O:30][CH2:29][CH2:28][CH2:27]1.CN(C(ON1N=NC2C=CC=NC1=2)=[N+](C)C)C.F[P-](F)(F)(F)(F)F.C(N(C(C)C)CC)(C)C. Product: [CH2:1]([N:8]1[C:12]([C:13]([NH:31][CH2:25][C@@H:26]2[CH2:27][CH2:28][CH2:29][O:30]2)=[O:14])=[C:11]([C:16]2[CH:17]=[C:18]3[C:22](=[CH:23][CH:24]=2)[NH:21][N:20]=[CH:19]3)[N:10]=[N:9]1)[C:2]1[CH:3]=[CH:4][CH:5]=[CH:6][CH:7]=1. The catalyst class is: 9. (9) Reactant: Cl.Cl.[NH2:3][CH:4]([C:16]1[CH:21]=[CH:20][CH:19]=[CH:18][CH:17]=1)[C:5]([O:7][C@@H:8]1[CH:13]2[CH2:14][CH2:15][N:10]([CH2:11][CH2:12]2)[CH2:9]1)=[O:6].C(N(CC)CC)C.[C:29](Cl)(=[O:34])[C:30]([CH3:33])([CH3:32])[CH3:31]. Product: [C:16]1([CH:4]([NH:3][C:29](=[O:34])[C:30]([CH3:33])([CH3:32])[CH3:31])[C:5]([O:7][C@@H:8]2[CH:13]3[CH2:12][CH2:11][N:10]([CH2:15][CH2:14]3)[CH2:9]2)=[O:6])[CH:21]=[CH:20][CH:19]=[CH:18][CH:17]=1. The catalyst class is: 2. (10) Product: [CH:1]1([O:6][C:7]2[CH:8]=[C:9]([CH2:12][C:13]3[CH:14]=[CH:15][C:16]([NH2:19])=[CH:17][CH:18]=3)[S:10][CH:11]=2)[CH2:2][CH2:3][CH2:4][CH2:5]1. The catalyst class is: 8. Reactant: [CH:1]1([O:6][C:7]2[CH:8]=[C:9]([CH2:12][C:13]3[CH:18]=[CH:17][C:16]([N+:19]([O-])=O)=[CH:15][CH:14]=3)[S:10][CH:11]=2)[CH2:5][CH2:4][CH2:3][CH2:2]1.O.[Sn](Cl)Cl.C(=O)(O)[O-].[Na+].C(OCC)(=O)C.